Dataset: Peptide-MHC class I binding affinity with 185,985 pairs from IEDB/IMGT. Task: Regression. Given a peptide amino acid sequence and an MHC pseudo amino acid sequence, predict their binding affinity value. This is MHC class I binding data. (1) The peptide sequence is FHSRFVQAL. The MHC is HLA-B57:01 with pseudo-sequence HLA-B57:01. The binding affinity (normalized) is 0.0847. (2) The peptide sequence is SYKIHQED. The MHC is Mamu-B08 with pseudo-sequence Mamu-B08. The binding affinity (normalized) is 0. (3) The peptide sequence is LLVDLLWLL. The MHC is HLA-B45:01 with pseudo-sequence HLA-B45:01. The binding affinity (normalized) is 0.0752. (4) The peptide sequence is SIPFGLMSA. The MHC is HLA-B27:03 with pseudo-sequence HLA-B27:03. The binding affinity (normalized) is 0.0847. (5) The peptide sequence is LIFLLVLLDY. The MHC is HLA-A02:06 with pseudo-sequence HLA-A02:06. The binding affinity (normalized) is 0.564. (6) The peptide sequence is ALADRIYSF. The MHC is HLA-B53:01 with pseudo-sequence HLA-B53:01. The binding affinity (normalized) is 0. (7) The peptide sequence is LSQEQEGCYY. The MHC is Mamu-A01 with pseudo-sequence Mamu-A01. The binding affinity (normalized) is 0.